Task: Predict the reactants needed to synthesize the given product.. Dataset: Full USPTO retrosynthesis dataset with 1.9M reactions from patents (1976-2016) Given the product [OH:24][C:23]1[C:15]2[O:14][C:26]([CH3:28])([CH3:25])[O:18][C:17](=[O:19])[C:16]=2[CH:20]=[CH:21][CH:22]=1, predict the reactants needed to synthesize it. The reactants are: FC(F)(F)C(OC(=O)C(F)(F)F)=O.[OH:14][C:15]1[C:23]([OH:24])=[CH:22][CH:21]=[CH:20][C:16]=1[C:17]([OH:19])=[O:18].[CH3:25][C:26]([CH3:28])=O.